This data is from Peptide-MHC class I binding affinity with 185,985 pairs from IEDB/IMGT. The task is: Regression. Given a peptide amino acid sequence and an MHC pseudo amino acid sequence, predict their binding affinity value. This is MHC class I binding data. (1) The peptide sequence is PLRNTHPQA. The MHC is Patr-A0101 with pseudo-sequence Patr-A0101. The binding affinity (normalized) is 0. (2) The peptide sequence is TISSESLVY. The MHC is HLA-A11:01 with pseudo-sequence HLA-A11:01. The binding affinity (normalized) is 0.590.